From a dataset of Drug-target binding data from BindingDB using Ki measurements. Regression. Given a target protein amino acid sequence and a drug SMILES string, predict the binding affinity score between them. We predict pKi (pKi = -log10(Ki in M); higher means stronger inhibition). Dataset: bindingdb_ki. (1) The small molecule is CC(C)C[C@H](NC(=O)CC[C@H](N)C(=O)O)C(=O)NCB(O)O. The target protein (P90518) has sequence MSSLPHNHHYETHHRGTAEVPFDELIGVTPDGVPVISNGNEAHFSNLESITAACLPLSSFERKAPCKQPYRKMGVKWQCVEFVRRYLASRKAVWMTSLCTAEEVWREENLFVDVRDGRPVEVVRTPNKSTGPAPAVADIVVWGEGPETPFGHVAIVTEVCASCVRVAEQNQGFEKWPEDVPFSREIAMRTTESGEVELLDEDPLLGWVTVQAPFYNFDDGDLADSFRLVVGQGQILRQPFPKHVDVPWLNTGEECDTILKHSLVVDGNMGEGAHAEEGDVPGAFYFLDYDMFCRLGRAASSLHRIAMAATAKVLEDPESTHLLEHYFGVPPEIQPLLRRSWEMTPPMGGRFDFGYDGKNVVMLEYNCDSSGALLECCNTQEKMARFYGVSQGTSTGSFLGAKCVTYFQRLLTNEKVCPQHRLIHFMIDEDDEERYTARCMMGFAEQAGFRTKLCVKLVNFRYRDGPPSNAAPLATPCDHPTIVDGEDEEVLMVWKTWSWD.... The pKi is 4.7. (2) The compound is CCOC(=O)CCCSc1nc2cc(-n3nc(C(C)(C)C)oc3=O)c(Br)cc2s1. The target protein (P50336) has sequence MGRTVVVLGGGISGLAASYHLSRAPCPPKVVLVESSERLGGWIRSVRGPNGAIFELGPRGIRPAGALGARTLLLVSELGLDSEVLPVRGDHPAAQNRFLYVGGALHALPTGLRGLLRPSPPFSKPLFWAGLRELTKPRGKEPDETVHSFAQRRLGPEVASLAMDSLCRGVFAGNSRELSIRSCFPSLFQAEQTHRSILLGLLLGAGRTPQPDSALIRQALAERWSQWSLRGGLEMLPQALETHLTSRGVSVLRGQPVCGLSLQAEGRWKVSLRDSSLEADHVISAIPASVLSELLPAEAAPLARALSAITAVSVAVVNLQYQGAHLPVQGFGHLVPSSEDPGVLGIVYDSVAFPEQDGSPPGLRVTVMLGGSWLQTLEASGCVLSQELFQQRAQEAAATQLGLKEMPSHCLVHLHKNCIPQYTLGHWQKLESARQFLTAHRLPLTLAGASYEGVAVNDCIESGRQAAVSVLGTEPNS. The pKi is 5.2. (3) The drug is Cc1cc(C)[n+](NC(=O)c2[nH]c3ccc(S(N)(=O)=O)cc3c2-c2ccccc2Br)c(C)c1. The target protein sequence is MTIPRSQHMSTAVNSCTEAPASRSQWMLANLRHDVPASLVVFLVALPLSLGIAIASGAPIIAGVIAAVVGGIVAGAVGGSPVQVSGPAAGLTVVVAELIDELGWPMLCLMTIAAGALQIVFGLSRMARAALAIAPVVVHAMLAGIGITIALQQIHVLLGGTSHSSAWRNIVALPDGILHHELHEVIVGGTVIAILLMWSKLPAKVRIIPGPLVAIAGATVLALLPVLQTERIDLQGNFFDAIGLPKLAEMSPGGQPWSHEISAIALGVLTIALIASVESLLSAVGVDKLHHGPRTDFNREMVGQGSANVVSGLLGGLPITGVIVRSSANVAAGARTRMSTILHGVWILLFASLFTNLVELIPKAALAGLLIVIGAQLVKLAHIKLAWRTGNFVIYAITIVCVVFLNLLEGVAIGLVVAIVFLLVRVVRAPVEVKPVGGEQSKRWRVDIDGTLSFLLLPRLTTVLSKLPEGSEVTLNLNADYIDDSVSEAISDWRRAHETR.... The pKi is 7.4. (4) The small molecule is CN1C(=O)CN=C(c2ccccc2)c2cc(Cl)ccc21. The target protein (P02692) has sequence MNFSGKYQVQSQENFEPFMKAMGLPEDLIQKGKDIKGVSEIVHEGKKVKLTITYGSKVIHNEFTLGEECELETMTGEKVKAVVKMEGDNKMVTTFKGIKSVTEFNGDTITNTMTLGDIVYKRVSKRI. The pKi is 3.9. (5) The compound is O=C(c1cc(-c2cc(F)cc([N+](=O)[O-])c2O)cc([N+](=O)[O-])c1O)C1CCc2ccccc21. The target protein (Q9Y3C6) has sequence MAAIPPDSWQPPNVYLETSMGIIVLELYWKHAPKTCKNFAELARRGYYNGTKFHRIIKDFMIQGGDPTGTGRGGASIYGKQFEDELHPDLKFTGAGILAMANAGPDTNGSQFFVTLAPTQWLDGKHTIFGRVCQGIGMVNRVGMVETNSQDRPVDDVKIIKAYPSG. The pKi is 4.5. (6) The drug is O=C1Cc2cc(CCN3CCN(c4nsc5ccccc45)CC3)c(Cl)cc2N1. The target protein (P08908) has sequence MDVLSPGQGNNTTSPPAPFETGGNTTGISDVTVSYQVITSLLLGTLIFCAVLGNACVVAAIALERSLQNVANYLIGSLAVTDLMVSVLVLPMAALYQVLNKWTLGQVTCDLFIALDVLCCTSSILHLCAIALDRYWAITDPIDYVNKRTPRRAAALISLTWLIGFLISIPPMLGWRTPEDRSDPDACTISKDHGYTIYSTFGAFYIPLLLMLVLYGRIFRAARFRIRKTVKKVEKTGADTRHGASPAPQPKKSVNGESGSRNWRLGVESKAGGALCANGAVRQGDDGAALEVIEVHRVGNSKEHLPLPSEAGPTPCAPASFERKNERNAEAKRKMALARERKTVKTLGIIMGTFILCWLPFFIVALVLPFCESSCHMPTLLGAIINWLGYSNSLLNPVIYAYFNKDFQNAFKKIIKCKFCRQ. The pKi is 8.6. (7) The drug is CC(C)(C)OC(=O)c1ncn2c1C1CCCN1C(=O)c1c(Br)cccc1-2. The target protein (Q16445) has sequence MASSLPWLCIILWLENALGKLEVEGNFYSENVSRILDNLLEGYDNRLRPGFGGAVTEVKTDIYVTSFGPVSDVEMEYTMDVFFRQTWTDERLKFGGPTEILSLNNLMVSKIWTPDTFFRNGKKSIAHNMTTPNKLFRIMQNGTILYTMRLTINADCPMRLVNFPMDGHACPLKFGSYAYPKSEIIYTWKKGPLYSVEVPEESSSLLQYDLIGQTVSSETIKSNTGEYVIMTVYFHLQRKMGYFMIQIYTPCIMTVILSQVSFWINKESVPARTVFGITTVLTMTTLSISARHSLPKVSYATAMDWFIAVCFAFVFSALIEFAAVNYFTNLQTQKAKRKAQFAAPPTVTISKATEPLEAEIVLHPDSKYHLKKRITSLSLPIVSSSEANKVLTRAPILQSTPVTPPPLSPAFGGTSKIDQYSRILFPVAFAGFNLVYWVVYLSKDTMEVSSSVE. The pKi is 7.3.